This data is from Forward reaction prediction with 1.9M reactions from USPTO patents (1976-2016). The task is: Predict the product of the given reaction. (1) Given the reactants [CH2:1]([N:8]([CH3:23])[S:9]([C:12]1[CH:13]=[C:14]2[C:18](=[CH:19][CH:20]=1)[NH:17][C:16](=[O:21])[C:15]2=[O:22])(=[O:11])=[O:10])[C:2]1[CH:7]=[CH:6][CH:5]=[CH:4][CH:3]=1.[CH2:24](O)[CH2:25][CH2:26][OH:27].O.C1(C)C=CC(S(O)(=O)=O)=CC=1, predict the reaction product. The product is: [CH2:1]([N:8]([CH3:23])[S:9]([C:12]1[CH:13]=[C:14]2[C:18](=[CH:19][CH:20]=1)[NH:17][C:16](=[O:21])[C:15]12[O:27][CH2:26][CH2:25][CH2:24][O:22]1)(=[O:11])=[O:10])[C:2]1[CH:7]=[CH:6][CH:5]=[CH:4][CH:3]=1. (2) Given the reactants [Si:1]([O:8][CH2:9][C:10]1[CH:11]=[C:12]([CH:14]=[CH:15][CH:16]=1)[NH2:13])([C:4]([CH3:7])([CH3:6])[CH3:5])([CH3:3])[CH3:2].[C:17]1([CH3:28])[CH:22]=[C:21]([CH3:23])[CH:20]=[C:19]([CH3:24])[C:18]=1[N:25]=[C:26]=[S:27], predict the reaction product. The product is: [Si:1]([O:8][CH2:9][C:10]1[CH:11]=[C:12]([NH:13][C:26]([NH:25][C:18]2[C:17]([CH3:28])=[CH:22][C:21]([CH3:23])=[CH:20][C:19]=2[CH3:24])=[S:27])[CH:14]=[CH:15][CH:16]=1)([C:4]([CH3:7])([CH3:6])[CH3:5])([CH3:3])[CH3:2].